This data is from Forward reaction prediction with 1.9M reactions from USPTO patents (1976-2016). The task is: Predict the product of the given reaction. (1) Given the reactants [Cl:1][C:2]1[CH:18]=[C:17]([Cl:19])[CH:16]=[CH:15][C:3]=1[CH2:4][NH:5][C:6](=[O:14])[C:7]1[CH:12]=[CH:11][C:10]([OH:13])=[N:9][CH:8]=1.[CH2:20](I)[CH3:21].C(=O)([O-])[O-].[K+].[K+], predict the reaction product. The product is: [Cl:1][C:2]1[CH:18]=[C:17]([Cl:19])[CH:16]=[CH:15][C:3]=1[CH2:4][NH:5][C:6]([C:7]1[CH:12]=[CH:11][C:10](=[O:13])[N:9]([CH2:20][CH3:21])[CH:8]=1)=[O:14]. (2) Given the reactants [NH2:1][C:2]1[CH:18]=[CH:17][C:16]([Br:19])=[CH:15][C:3]=1[C:4]([NH:6][CH:7]1[CH2:12][CH2:11][C:10](=[O:13])[NH:9][C:8]1=[O:14])=[O:5].[C:20](OC)(OC)(OC)C.C1(C)C=CC(S(O)(=O)=O)=CC=1, predict the reaction product. The product is: [Br:19][C:16]1[CH:15]=[C:3]2[C:2](=[CH:18][CH:17]=1)[N:1]=[CH:20][N:6]([CH:7]1[CH2:12][CH2:11][C:10](=[O:13])[NH:9][C:8]1=[O:14])[C:4]2=[O:5]. (3) Given the reactants [OH-].[Na+].C[O:4][C:5](=[O:41])[CH2:6][C:7]1[CH:12]=[CH:11][C:10]([C:13]2[CH:18]=[CH:17][C:16]([C:19]([CH2:37][CH3:38])([C:22]3[CH:27]=[CH:26][C:25]([O:28][CH2:29][CH:30]([OH:35])[C:31]([CH3:34])([CH3:33])[CH3:32])=[C:24]([CH3:36])[CH:23]=3)[CH2:20][CH3:21])=[CH:15][C:14]=2[CH3:39])=[CH:9][C:8]=1[F:40].Cl, predict the reaction product. The product is: [CH2:20]([C:19]([C:16]1[CH:17]=[CH:18][C:13]([C:10]2[CH:11]=[CH:12][C:7]([CH2:6][C:5]([OH:41])=[O:4])=[C:8]([F:40])[CH:9]=2)=[C:14]([CH3:39])[CH:15]=1)([C:22]1[CH:27]=[CH:26][C:25]([O:28][CH2:29][CH:30]([OH:35])[C:31]([CH3:33])([CH3:34])[CH3:32])=[C:24]([CH3:36])[CH:23]=1)[CH2:37][CH3:38])[CH3:21]. (4) The product is: [NH2:1][C:2]1[CH:7]=[CH:6][C:5]([CH2:8][S:9]([NH:12][CH3:13])(=[O:11])=[O:10])=[CH:4][C:3]=1[I:14]. Given the reactants [NH2:1][C:2]1[CH:7]=[CH:6][C:5]([CH2:8][S:9]([NH:12][CH3:13])(=[O:11])=[O:10])=[CH:4][CH:3]=1.[I:14]Cl, predict the reaction product.